This data is from Full USPTO retrosynthesis dataset with 1.9M reactions from patents (1976-2016). The task is: Predict the reactants needed to synthesize the given product. Given the product [O:1]=[CH:2][CH2:3][C@@:4]1([C:17]([N:19]2[CH2:28][CH2:27][C:26]3[N:25]=[CH:24][C:23]([C:29]([F:32])([F:31])[F:30])=[CH:22][C:21]=3[CH2:20]2)=[O:18])[CH2:8][C@H:7]([NH:9][C:10](=[O:16])[O:11][C:12]([CH3:15])([CH3:14])[CH3:13])[CH:6]=[CH:5]1, predict the reactants needed to synthesize it. The reactants are: [OH:1][CH2:2][CH2:3][C@@:4]1([C:17]([N:19]2[CH2:28][CH2:27][C:26]3[N:25]=[CH:24][C:23]([C:29]([F:32])([F:31])[F:30])=[CH:22][C:21]=3[CH2:20]2)=[O:18])[CH2:8][C@H:7]([NH:9][C:10](=[O:16])[O:11][C:12]([CH3:15])([CH3:14])[CH3:13])[CH:6]=[CH:5]1.CC(OI1(OC(C)=O)(OC(C)=O)OC(=O)C2C=CC=CC1=2)=O.C(=O)(O)[O-].[Na+].S([O-])([O-])(=O)=S.[Na+].[Na+].